Dataset: Catalyst prediction with 721,799 reactions and 888 catalyst types from USPTO. Task: Predict which catalyst facilitates the given reaction. Reactant: [CH3:1][O:2][C:3]1[C:4]([C:10](OC)=[O:11])=[N:5][C:6]([CH3:9])=[CH:7][N:8]=1.[H-].C([Al+]CC(C)C)C(C)C.Cl. Product: [CH3:1][O:2][C:3]1[C:4]([CH:10]=[O:11])=[N:5][C:6]([CH3:9])=[CH:7][N:8]=1. The catalyst class is: 11.